Dataset: Full USPTO retrosynthesis dataset with 1.9M reactions from patents (1976-2016). Task: Predict the reactants needed to synthesize the given product. (1) Given the product [ClH:33].[OH:1][C:2]1[CH:7]=[CH:6][CH:5]=[CH:4][C:3]=1[C:8]1[N:17]=[C:16]([N:18]2[CH2:22][CH2:21][C@@H:20]([CH2:23][NH:24][C:25](=[O:31])[O:26][CH2:27][CH:28]([CH3:30])[CH3:29])[CH2:19]2)[C:15]2[C:10](=[CH:11][C:12]([CH3:32])=[CH:13][CH:14]=2)[N:9]=1, predict the reactants needed to synthesize it. The reactants are: [OH:1][C:2]1[CH:7]=[CH:6][CH:5]=[CH:4][C:3]=1[C:8]1[N:17]=[C:16]([N:18]2[CH2:22][CH2:21][C@@H:20]([CH2:23][NH:24][C:25](=[O:31])[O:26][CH2:27][CH:28]([CH3:30])[CH3:29])[CH2:19]2)[C:15]2[C:10](=[CH:11][C:12]([CH3:32])=[CH:13][CH:14]=2)[N:9]=1.[ClH:33].CCOCC. (2) Given the product [OH:12][CH2:11][C:9]1[N:10]=[C:6]([N:5]([CH3:15])[CH2:4][CH2:3][C:1]#[N:2])[S:7][CH:8]=1, predict the reactants needed to synthesize it. The reactants are: [C:1]([CH2:3][CH2:4][N:5]([CH3:15])[C:6]1[S:7][CH:8]=[C:9]([C:11](OC)=[O:12])[N:10]=1)#[N:2].[BH4-].[Na+].[Cl-].[Ca+2].[Cl-]. (3) Given the product [S:6]1[C:10]2[CH:11]=[CH:12][CH:13]=[CH:14][C:9]=2[N:8]=[C:7]1[C:18](=[O:20])[CH3:19], predict the reactants needed to synthesize it. The reactants are: C([Li])CCC.[S:6]1[C:10]2[CH:11]=[CH:12][CH:13]=[CH:14][C:9]=2[N:8]=[CH:7]1.CON(C)[C:18](=[O:20])[CH3:19]. (4) Given the product [CH2:8]([N:15]1[C:19]([C:20]([F:23])([F:22])[F:21])=[CH:18][C:17]([N:24]([CH2:28][CH2:27][CH3:32])[CH2:1][CH2:2][CH3:3])=[N:16]1)[C:9]1[CH:14]=[CH:13][CH:12]=[CH:11][CH:10]=1, predict the reactants needed to synthesize it. The reactants are: [C:1](O)(=O)[CH2:2][CH3:3].[BH4-].[Na+].[CH2:8]([N:15]1[C:19]([C:20]([F:23])([F:22])[F:21])=[CH:18][C:17]([NH2:24])=[N:16]1)[C:9]1[CH:14]=[CH:13][CH:12]=[CH:11][CH:10]=1.[OH-].[Na+].[C:27]1(C)[CH:32]=CC=C[CH:28]=1. (5) Given the product [CH3:25][N:15]1[C:10]2[C:11](=[O:14])[N:12]([CH3:13])[C:7]([CH:2]([OH:1])[C:3]([O:5][CH3:6])=[O:4])=[C:8]([C:18]3[CH:19]=[CH:20][C:21]([CH3:24])=[CH:22][CH:23]=3)[C:9]=2[CH:17]=[CH:16]1, predict the reactants needed to synthesize it. The reactants are: [OH:1][CH:2]([C:7]1[N:12]([CH3:13])[C:11](=[O:14])[C:10]2[NH:15][CH:16]=[CH:17][C:9]=2[C:8]=1[C:18]1[CH:23]=[CH:22][C:21]([CH3:24])=[CH:20][CH:19]=1)[C:3]([O:5][CH3:6])=[O:4].[C:25]([O-])([O-])=O.[Cs+].[Cs+].CI.Cl. (6) Given the product [CH3:47][C:48]1([CH3:69])[CH:53]([N:70]2[CH2:80][CH2:79][CH:73]([C:74]([O:76][CH2:77][CH3:78])=[O:75])[CH2:72][CH2:71]2)[CH2:52][CH2:51][N:50]([C:62]([O:64][C:65]([CH3:68])([CH3:67])[CH3:66])=[O:63])[CH2:49]1, predict the reactants needed to synthesize it. The reactants are: C1C=CC(P(C2C(C3C(P(C4C=CC=CC=4)C4C=CC=CC=4)=CC=C4C=3C=CC=C4)=C3C(C=CC=C3)=CC=2)C2C=CC=CC=2)=CC=1.[CH3:47][C:48]1([CH3:69])[C:53](OS(C(F)(F)F)(=O)=O)=[CH:52][CH2:51][N:50]([C:62]([O:64][C:65]([CH3:68])([CH3:67])[CH3:66])=[O:63])[CH2:49]1.[NH:70]1[CH2:80][CH2:79][CH:73]([C:74]([O:76][CH2:77][CH3:78])=[O:75])[CH2:72][CH2:71]1.CC(C)([O-])C.[K+]. (7) Given the product [N:1]([CH2:12][CH:13]1[O:18][CH2:17][CH2:16][N:15]([C:19]([O:21][C:22]([CH3:23])([CH3:25])[CH3:24])=[O:20])[CH2:14]1)=[N+:2]=[N-:3], predict the reactants needed to synthesize it. The reactants are: [N-:1]=[N+:2]=[N-:3].[Na+].[Na+].[I-].CS(O[CH2:12][CH:13]1[O:18][CH2:17][CH2:16][N:15]([C:19]([O:21][C:22]([CH3:25])([CH3:24])[CH3:23])=[O:20])[CH2:14]1)(=O)=O. (8) Given the product [F:1][C:2]1[CH:3]=[C:4]([CH2:16][C:17]#[C:18][O:11][C:10]#[C:9][CH2:8][C:6]2[CH:5]=[C:4]([C:20]3([OH:23])[CH2:38][CH2:39][O:40][CH2:41][CH2:42]3)[CH:3]=[C:2]([F:1])[CH:7]=2)[CH:5]=[C:6]([C:8]2([OH:14])[CH2:13][CH2:12][O:11][CH2:10][CH2:9]2)[CH:7]=1, predict the reactants needed to synthesize it. The reactants are: [F:1][C:2]1[CH:3]=[C:4](O)[CH:5]=[C:6]([C:8]2([OH:14])[CH2:13][CH2:12][O:11][CH2:10][CH2:9]2)[CH:7]=1.[CH2:16](Br)[C:17]#[CH:18].[C:20]([O-:23])([O-])=O.[K+].[K+].[CH2:38]1O[CH2:42][CH2:41][O:40][CH2:39][CH2:38]O[CH2:42][CH2:41][O:40][CH2:39][CH2:38]O[CH2:42][CH2:41][O:40][CH2:39]1. (9) Given the product [N:18]1[N:17]=[C:19]([C:20]([O:22][CH2:23][CH3:24])=[O:21])[N:1]2[CH2:6][CH2:5][O:4][CH2:3][C:2]=12, predict the reactants needed to synthesize it. The reactants are: [NH:1]1[CH2:6][CH2:5][O:4][CH2:3][C:2]1=O.F[B-](F)(F)F.C[O+](C)C.[NH:17]([C:19](=O)[C:20]([O:22][CH2:23][CH3:24])=[O:21])[NH2:18]. (10) Given the product [Br:1][C:2]1[C:10]([F:11])=[CH:9][C:5]([C:6]([O:8][CH3:15])=[O:7])=[C:4]([N+:12]([O-:14])=[O:13])[CH:3]=1, predict the reactants needed to synthesize it. The reactants are: [Br:1][C:2]1[C:10]([F:11])=[CH:9][C:5]([C:6]([OH:8])=[O:7])=[C:4]([N+:12]([O-:14])=[O:13])[CH:3]=1.[C:15](=O)([O-])[O-].[K+].[K+].CI.